This data is from Forward reaction prediction with 1.9M reactions from USPTO patents (1976-2016). The task is: Predict the product of the given reaction. (1) Given the reactants CO[C:3]1[CH:10]=[C:9]([C:11]#[C:12][Si:13]([CH:20]([CH3:22])[CH3:21])([CH:17]([CH3:19])[CH3:18])[CH:14]([CH3:16])[CH3:15])[C:8]([O:23][CH2:24][CH3:25])=[CH:7][C:4]=1[CH:5]=O.[CH2:26]([O:28][C:29]1[CH:43]=[C:42]([I:44])[C:41]([O:45][CH3:46])=[CH:40][C:30]=1[CH2:31]P(=O)(OCC)OCC)[CH3:27].[H-].[Na+].O1CCC[CH2:50]1, predict the reaction product. The product is: [CH2:26]([O:28][C:29]1[CH:43]=[C:42]([I:44])[C:41]([O:45][CH3:46])=[CH:40][C:30]=1[CH:31]=[CH:5][C:4]1[C:3]([CH3:50])=[CH:10][C:9]([C:11]#[C:12][Si:13]([CH:14]([CH3:16])[CH3:15])([CH:20]([CH3:22])[CH3:21])[CH:17]([CH3:19])[CH3:18])=[C:8]([O:23][CH2:24][CH3:25])[CH:7]=1)[CH3:27]. (2) Given the reactants [F:1][C:2]1[C:7]([NH2:8])=[C:6]([CH3:9])[CH:5]=[CH:4][N:3]=1.CO[CH:12]1[CH2:16][CH2:15][CH:14](OC)O1, predict the reaction product. The product is: [F:1][C:2]1[C:7]([N:8]2[CH:12]=[CH:16][CH:15]=[CH:14]2)=[C:6]([CH3:9])[CH:5]=[CH:4][N:3]=1.